Dataset: Reaction yield outcomes from USPTO patents with 853,638 reactions. Task: Predict the reaction yield, written as a fraction of the theoretical maximum amount of product (1.0 means a 100% yield; for example, 0.34 means a 34% yield). (1) The reactants are [C:1]([O:4][C@@H:5]1[CH2:9][C@@H:8]([CH2:10][O:11][C:12]([O:14]C)=O)[O:7][C@H:6]1[N:16]1[CH:21]=[C:20]([N+:22]([O-:24])=[O:23])[CH:19]=[CH:18][C:17]1=[O:25])(=[O:3])[CH3:2].CO[Na].Cl.C(Cl)(=O)[C:31]1[CH:36]=[CH:35][CH:34]=[CH:33][CH:32]=1. The product is [C:1]([O:4][C@@H:5]1[CH2:9][C@@H:8]([CH2:10][O:11][C:12](=[O:14])[C:31]2[CH:32]=[CH:33][CH:34]=[CH:35][CH:36]=2)[O:7][C@H:6]1[N:16]1[CH:21]=[C:20]([N+:22]([O-:24])=[O:23])[CH:19]=[CH:18][C:17]1=[O:25])(=[O:3])[C:2]1[CH:6]=[CH:5][CH:9]=[CH:8][CH:10]=1. The yield is 0.970. The catalyst is CO.O.N1C=CC=CC=1.C1(C)C=CC=CC=1. (2) The reactants are [CH3:1][N:2]1[CH:6]=[C:5]([NH:7][C:8]([O:10][CH2:11][CH2:12][S:13][C:14]2[CH:19]=[CH:18][C:17]([C:20]([F:23])([F:22])[F:21])=[CH:16][CH:15]=2)=[O:9])[CH:4]=[C:3]1[C:24]([O:26]C)=[O:25].[Li+].[OH-].Cl. The yield is 0.663. The catalyst is C1COCC1.O. The product is [CH3:1][N:2]1[CH:6]=[C:5]([NH:7][C:8]([O:10][CH2:11][CH2:12][S:13][C:14]2[CH:15]=[CH:16][C:17]([C:20]([F:23])([F:21])[F:22])=[CH:18][CH:19]=2)=[O:9])[CH:4]=[C:3]1[C:24]([OH:26])=[O:25]. (3) The reactants are [Cl:1][C:2]1[CH:9]=[CH:8][CH:7]=[CH:6][C:3]=1[NH:4][CH3:5].[CH:10]([C:12]1[CH:13]=[C:14]([CH:19]=[CH:20][CH:21]=1)[C:15]([O:17][CH3:18])=[O:16])=O.C(O[BH-](OC(=O)C)OC(=O)C)(=O)C.[Na+].[OH-].[Na+]. The catalyst is C(#N)C. The product is [Cl:1][C:2]1[CH:9]=[CH:8][CH:7]=[CH:6][C:3]=1[N:4]([CH2:10][C:12]1[CH:13]=[C:14]([CH:19]=[CH:20][CH:21]=1)[C:15]([O:17][CH3:18])=[O:16])[CH3:5]. The yield is 0.240. (4) The reactants are Cl[CH2:2][C:3]1[CH:10]=[CH:9][C:6]([CH:7]=[O:8])=[CH:5][CH:4]=1.[CH3:11][O:12][Si:13]([O:30][CH3:31])([O:28][CH3:29])[CH2:14][CH2:15][CH2:16][NH:17][CH2:18][CH2:19][CH2:20][Si:21]([O:26][CH3:27])([O:24][CH3:25])[O:22][CH3:23].C(N(CC)CC)C. The catalyst is C(#N)C. The product is [CH3:23][O:22][Si:21]([O:26][CH3:27])([O:24][CH3:25])[CH2:20][CH2:19][CH2:18][N:17]([CH2:2][C:3]1[CH:10]=[CH:9][C:6]([CH:7]=[O:8])=[CH:5][CH:4]=1)[CH2:16][CH2:15][CH2:14][Si:13]([O:30][CH3:31])([O:12][CH3:11])[O:28][CH3:29]. The yield is 0.900.